From a dataset of Reaction yield outcomes from USPTO patents with 853,638 reactions. Predict the reaction yield, written as a fraction of the theoretical maximum amount of product (1.0 means a 100% yield; for example, 0.34 means a 34% yield). The yield is 0.800. The catalyst is C1COCC1. The reactants are [Si:1]([O:8][C:9]1[CH:10]=[C:11]([C:16]([C:18]2[CH:23]=[C:22]([O:24][C:25]([F:30])([F:29])[CH:26]([F:28])[F:27])[CH:21]=[C:20]([F:31])[CH:19]=2)=O)[CH:12]=[CH:13][C:14]=1[F:15])([C:4]([CH3:7])([CH3:6])[CH3:5])([CH3:3])[CH3:2].[CH3:32][C:33]([S@:36]([NH2:38])=[O:37])([CH3:35])[CH3:34]. The product is [Si:1]([O:8][C:9]1[CH:10]=[C:11]([C:16]([C:18]2[CH:23]=[C:22]([O:24][C:25]([F:30])([F:29])[CH:26]([F:28])[F:27])[CH:21]=[C:20]([F:31])[CH:19]=2)=[N:38][S@@:36]([C:33]([CH3:35])([CH3:34])[CH3:32])=[O:37])[CH:12]=[CH:13][C:14]=1[F:15])([C:4]([CH3:7])([CH3:6])[CH3:5])([CH3:3])[CH3:2].